Task: Predict the reactants needed to synthesize the given product.. Dataset: Full USPTO retrosynthesis dataset with 1.9M reactions from patents (1976-2016) (1) Given the product [CH2:29]([NH:32][C:33]([NH:26][CH2:25][C:24]([C:15]1[NH:16][C:17]([C:18]2[CH:23]=[CH:22][N:21]=[CH:20][CH:19]=2)=[C:13]([C:8]2[CH:7]=[CH:6][C:5]3[C:10](=[CH:11][CH:12]=[C:3]([O:2][CH3:1])[CH:4]=3)[CH:9]=2)[N:14]=1)([CH3:28])[CH3:27])=[O:34])[CH2:30][CH3:31], predict the reactants needed to synthesize it. The reactants are: [CH3:1][O:2][C:3]1[CH:4]=[C:5]2[C:10](=[CH:11][CH:12]=1)[CH:9]=[C:8]([C:13]1[N:14]=[C:15]([C:24]([CH3:28])([CH3:27])[CH2:25][NH2:26])[NH:16][C:17]=1[C:18]1[CH:23]=[CH:22][N:21]=[CH:20][CH:19]=1)[CH:7]=[CH:6]2.[CH2:29]([N:32]=[C:33]=[O:34])[CH2:30][CH3:31]. (2) Given the product [Cl:1][C:35]1[CH:36]=[C:37]2[C:42](=[C:33]([O:32][C:31]([F:30])([F:44])[F:45])[CH:34]=1)[O:41][CH2:40][CH2:39][C:38]2=[O:43], predict the reactants needed to synthesize it. The reactants are: [Cl:1][O-].[Ca+2].Cl[O-].CC(OCC1C2C(=CC=CC=2)C(COC(C)=O)=C2C=1C=CC=C2)=O.[F:30][C:31]([F:45])([F:44])[O:32][C:33]1[CH:34]=[CH:35][CH:36]=[C:37]2[C:42]=1[O:41][CH2:40][CH2:39][C:38]2=[O:43].